From a dataset of Reaction yield outcomes from USPTO patents with 853,638 reactions. Predict the reaction yield, written as a fraction of the theoretical maximum amount of product (1.0 means a 100% yield; for example, 0.34 means a 34% yield). (1) The reactants are [CH3:1][O:2][C:3](=[O:35])[C@@H:4]([CH2:28][C:29]1[CH:34]=[CH:33][CH:32]=[CH:31][CH:30]=1)[CH2:5][N:6]1[CH2:11][CH2:10][C@@:9]([CH3:26])([C:12]2[CH:17]=[CH:16][CH:15]=[C:14](OS(C(F)(F)F)(=O)=O)[CH:13]=2)[C@@H:8]([CH3:27])[CH2:7]1.C1(P(C2C=CC=CC=2)CCCP(C2C=CC=CC=2)C2C=CC=CC=2)C=CC=CC=1.C[Si](C)(C)N[Si](C)(C)C.C[N:75](C)[CH:76]=[O:77]. The catalyst is [Pd](Cl)Cl.C([O-])(=O)C.[Pd+2].C([O-])(=O)C. The product is [CH2:28]([C@@H:4]([CH2:5][N:6]1[CH2:11][CH2:10][C@:9]([C:12]2[CH:17]=[CH:16][CH:15]=[C:14]([C:76](=[O:77])[NH2:75])[CH:13]=2)([CH3:26])[C@@H:8]([CH3:27])[CH2:7]1)[C:3]([O:2][CH3:1])=[O:35])[C:29]1[CH:30]=[CH:31][CH:32]=[CH:33][CH:34]=1. The yield is 0.716. (2) The reactants are [C:1]([C:3]1[C:4]([C:20]([F:23])([F:22])[F:21])=[C:5]2[C:9](=[CH:10][CH:11]=1)[N:8]([CH2:12][C:13](=[NH:16])[NH:14][OH:15])[C:7]([CH2:17][CH2:18][CH3:19])=[CH:6]2)#[N:2].[F:24][C:25]1[CH:33]=[CH:32][C:31]([C:34]([F:37])([F:36])[F:35])=[CH:30][C:26]=1[C:27](Cl)=O.C(N(CC)C(C)C)(C)C. The catalyst is C(#N)C. The product is [F:24][C:25]1[CH:33]=[CH:32][C:31]([C:34]([F:35])([F:36])[F:37])=[CH:30][C:26]=1[C:27]1[O:15][N:14]=[C:13]([CH2:12][N:8]2[C:9]3[C:5](=[C:4]([C:20]([F:22])([F:23])[F:21])[C:3]([C:1]#[N:2])=[CH:11][CH:10]=3)[CH:6]=[C:7]2[CH2:17][CH2:18][CH3:19])[N:16]=1. The yield is 0.450. (3) The reactants are [F:1][C:2]1[CH:3]=[C:4]([C@@H:9]2[CH2:11][C@H:10]2[NH:12][C:13]2[C:14]3[N:25]=[N:24][N:23]([C@H:26]4[C@@H:30]5[O:31]C(C)(C)[O:33][C@@H:29]5[C@@H:28]([O:36][CH2:37][CH2:38][OH:39])[CH2:27]4)[C:15]=3[N:16]=[C:17]([S:19][CH2:20][CH2:21][CH3:22])[N:18]=2)[CH:5]=[CH:6][C:7]=1[F:8].C(=O)([O-])[O-].[K+].[K+].C(OCC)(=O)C. The catalyst is CO.Cl. The product is [F:1][C:2]1[CH:3]=[C:4]([C@@H:9]2[CH2:11][C@H:10]2[NH:12][C:13]2[C:14]3[N:25]=[N:24][N:23]([C@@H:26]4[CH2:27][C@H:28]([O:36][CH2:37][CH2:38][OH:39])[C@@H:29]([OH:33])[C@H:30]4[OH:31])[C:15]=3[N:16]=[C:17]([S:19][CH2:20][CH2:21][CH3:22])[N:18]=2)[CH:5]=[CH:6][C:7]=1[F:8]. The yield is 0.480. (4) The reactants are [F:1][C:2]([F:36])([F:35])[C:3]1[CH:4]=[C:5]([C:13]([CH3:34])([CH3:33])[C:14]([N:16]([C:18]2[CH:19]=[N:20][C:21](Cl)=[CH:22][C:23]=2[C:24]2[CH:29]=[CH:28][C:27]([F:30])=[CH:26][C:25]=2[CH3:31])[CH3:17])=[O:15])[CH:6]=[C:7]([C:9]([F:12])([F:11])[F:10])[CH:8]=1.Cl.[F:38][C:39]([F:47])([F:46])[CH:40]1[CH2:45][CH2:44][NH:43][CH2:42][CH2:41]1. The catalyst is N12CCCN=C1CCCCC2.O. The product is [F:1][C:2]([F:36])([F:35])[C:3]1[CH:4]=[C:5]([C:13]([CH3:34])([CH3:33])[C:14]([N:16]([C:18]2[C:23]([C:24]3[CH:29]=[CH:28][C:27]([F:30])=[CH:26][C:25]=3[CH3:31])=[CH:22][C:21]([N:43]3[CH2:44][CH2:45][CH:40]([C:39]([F:47])([F:46])[F:38])[CH2:41][CH2:42]3)=[N:20][CH:19]=2)[CH3:17])=[O:15])[CH:6]=[C:7]([C:9]([F:12])([F:11])[F:10])[CH:8]=1. The yield is 0.340. (5) The reactants are [CH2:1]([O:5][C:6]1[CH:11]=[CH:10][C:9]([CH2:12][CH2:13][C:14](OCC)=[O:15])=[C:8]([O:19][C:20]2[C:25]([Cl:26])=[CH:24][C:23]([C:27]([F:30])([F:29])[F:28])=[CH:22][N:21]=2)[CH:7]=1)[CH2:2][CH2:3][CH3:4].[H-].C([Al+]CC(C)C)C(C)C.CO.O. The catalyst is C(OCC)C.C1(C)C=CC=CC=1. The product is [CH2:1]([O:5][C:6]1[CH:11]=[CH:10][C:9]([CH2:12][CH2:13][CH2:14][OH:15])=[C:8]([O:19][C:20]2[C:25]([Cl:26])=[CH:24][C:23]([C:27]([F:30])([F:29])[F:28])=[CH:22][N:21]=2)[CH:7]=1)[CH2:2][CH2:3][CH3:4]. The yield is 0.690. (6) The reactants are [CH3:1][N:2]1[CH2:15][CH2:14][C:5]2[NH:6][C:7]3[CH:8]=[CH:9][C:10]([CH3:13])=[CH:11][C:12]=3[C:4]=2[CH2:3]1.[OH-].[K+].[CH2:18]([C:20]1[CH:25]=[CH:24][C:23]([CH:26]=[CH2:27])=[CH:22][N:21]=1)[CH3:19]. The catalyst is CN1CCCC1=O.O. The product is [CH2:18]([C:20]1[N:21]=[CH:22][C:23]([CH2:26][CH2:27][N:6]2[C:7]3[CH:8]=[CH:9][C:10]([CH3:13])=[CH:11][C:12]=3[C:4]3[CH2:3][N:2]([CH3:1])[CH2:15][CH2:14][C:5]2=3)=[CH:24][CH:25]=1)[CH3:19]. The yield is 0.180.